Dataset: Full USPTO retrosynthesis dataset with 1.9M reactions from patents (1976-2016). Task: Predict the reactants needed to synthesize the given product. (1) Given the product [C:8]([O:11][CH:13]([O:15][C:16]([CH2:18][NH:19][CH2:20][C:21]([O:23][CH:24]1[CH2:30][CH2:29][CH2:28][N:27]([C:31](=[O:49])[C:32]2[CH:37]=[CH:36][C:35]([NH:38][C:39](=[O:47])[C:40]3[CH:45]=[CH:44][CH:43]=[CH:42][C:41]=3[CH3:46])=[CH:34][C:33]=2[CH3:48])[C:26]2[CH:50]=[CH:51][C:52]([Cl:54])=[CH:53][C:25]1=2)=[O:22])=[O:17])[CH3:14])(=[O:10])[CH3:9], predict the reactants needed to synthesize it. The reactants are: CN1CCOCC1.[C:8]([OH:11])(=[O:10])[CH3:9].Cl[CH:13]([O:15][C:16]([CH2:18][NH:19][CH2:20][C:21]([O:23][CH:24]1[CH2:30][CH2:29][CH2:28][N:27]([C:31](=[O:49])[C:32]2[CH:37]=[CH:36][C:35]([NH:38][C:39](=[O:47])[C:40]3[CH:45]=[CH:44][CH:43]=[CH:42][C:41]=3[CH3:46])=[CH:34][C:33]=2[CH3:48])[C:26]2[CH:50]=[CH:51][C:52]([Cl:54])=[CH:53][C:25]1=2)=[O:22])=[O:17])[CH3:14]. (2) Given the product [I:16][C:2]1[CH:3]=[C:4]([OH:11])[C:5](=[CH:9][CH:10]=1)[C:6]([OH:8])=[O:7], predict the reactants needed to synthesize it. The reactants are: N[C:2]1[CH:10]=[CH:9][C:5]([C:6]([OH:8])=[O:7])=[C:4]([OH:11])[CH:3]=1.N([O-])=O.[Na+].[I:16]I. (3) Given the product [F:1][C:2]1[CH:7]=[CH:6][C:5]([C:8]2[C:16]3[C:11](=[CH:12][CH:13]=[CH:14][CH:15]=3)[N:10]([CH:17]([CH3:19])[CH3:18])[C:9]=2/[CH:22]=[CH:23]/[C:24]([O:26][CH3:27])=[O:25])=[CH:4][CH:3]=1, predict the reactants needed to synthesize it. The reactants are: [F:1][C:2]1[CH:7]=[CH:6][C:5]([C:8]2[C:16]3[C:11](=[CH:12][CH:13]=[CH:14][CH:15]=3)[N:10]([CH:17]([CH3:19])[CH3:18])[CH:9]=2)=[CH:4][CH:3]=1.CO/[CH:22]=[CH:23]/[C:24]([O:26][CH3:27])=[O:25].Br.C(O)(=O)C. (4) Given the product [F:1][C:2]1[CH:3]=[C:4]([CH:18]=[CH:19][CH:20]=1)[CH2:5][O:6][C:7]1[CH:12]=[CH:11][C:10]([CH:13]=[CH:14][C:15]([NH:22][CH3:21])=[O:16])=[CH:9][CH:8]=1, predict the reactants needed to synthesize it. The reactants are: [F:1][C:2]1[CH:3]=[C:4]([CH:18]=[CH:19][CH:20]=1)[CH2:5][O:6][C:7]1[CH:12]=[CH:11][C:10]([CH:13]=[CH:14][C:15](Cl)=[O:16])=[CH:9][CH:8]=1.[CH3:21][NH2:22].